Dataset: Forward reaction prediction with 1.9M reactions from USPTO patents (1976-2016). Task: Predict the product of the given reaction. Given the reactants [C:1]1([C:7]2[S:8][CH:9]=[CH:10][CH:11]=2)[CH:6]=[CH:5][CH:4]=[CH:3][CH:2]=1.[Br:12]N1C(=O)CCC1=O, predict the reaction product. The product is: [C:1]1([C:7]2[S:8][C:9]([Br:12])=[CH:10][CH:11]=2)[CH:2]=[CH:3][CH:4]=[CH:5][CH:6]=1.